This data is from Reaction yield outcomes from USPTO patents with 853,638 reactions. The task is: Predict the reaction yield, written as a fraction of the theoretical maximum amount of product (1.0 means a 100% yield; for example, 0.34 means a 34% yield). (1) The reactants are [Cl:1][C:2]1[CH:7]=[CH:6][C:5]([C:8]2[C:13]([O:14]C)=[CH:12][CH:11]=[CH:10][C:9]=2[F:16])=[C:4]([CH3:17])[CH:3]=1. The catalyst is Br. The product is [Cl:1][C:2]1[CH:7]=[CH:6][C:5]([C:8]2[C:13]([OH:14])=[CH:12][CH:11]=[CH:10][C:9]=2[F:16])=[C:4]([CH3:17])[CH:3]=1. The yield is 0.860. (2) The reactants are [CH3:1][N:2]1[CH:6]=[C:5]([CH:7]([C:14]2[CH:15]=[N:16][C:17]([C:20]([F:23])([F:22])[F:21])=[CH:18][CH:19]=2)[CH2:8]C(OCC)=O)[CH:4]=[N:3]1.C[Si](C)(C)O.[Na].Cl.CC[O:33][CH2:34]C.C[N:37]1C=C(C(C2C=NC(C(F)(F)F)=CC=2)CC(O)=O)C=N1.C1(P(N=[N+]=[N-])(C2C=CC=CC=2)=O)C=CC=CC=1.[C:74]([OH:78])([CH3:77])([CH3:76])[CH3:75]. The catalyst is O.C1COCC1. The product is [CH3:1][N:2]1[CH:6]=[C:5]([CH:7]([C:14]2[CH:15]=[N:16][C:17]([C:20]([F:21])([F:22])[F:23])=[CH:18][CH:19]=2)[CH2:8][NH:37][C:34](=[O:33])[O:78][C:74]([CH3:77])([CH3:76])[CH3:75])[CH:4]=[N:3]1. The yield is 0.0700.